From a dataset of NCI-60 drug combinations with 297,098 pairs across 59 cell lines. Regression. Given two drug SMILES strings and cell line genomic features, predict the synergy score measuring deviation from expected non-interaction effect. (1) Drug 1: C#CCC(CC1=CN=C2C(=N1)C(=NC(=N2)N)N)C3=CC=C(C=C3)C(=O)NC(CCC(=O)O)C(=O)O. Drug 2: C(CCl)NC(=O)N(CCCl)N=O. Cell line: SK-MEL-5. Synergy scores: CSS=3.16, Synergy_ZIP=0.159, Synergy_Bliss=2.24, Synergy_Loewe=-2.28, Synergy_HSA=-1.93. (2) Drug 1: CC(C1=C(C=CC(=C1Cl)F)Cl)OC2=C(N=CC(=C2)C3=CN(N=C3)C4CCNCC4)N. Drug 2: CC(CN1CC(=O)NC(=O)C1)N2CC(=O)NC(=O)C2. Cell line: LOX IMVI. Synergy scores: CSS=29.7, Synergy_ZIP=-5.44, Synergy_Bliss=-1.47, Synergy_Loewe=1.13, Synergy_HSA=1.46. (3) Drug 1: C1C(C(OC1N2C=C(C(=O)NC2=O)F)CO)O. Drug 2: CCC1(CC2CC(C3=C(CCN(C2)C1)C4=CC=CC=C4N3)(C5=C(C=C6C(=C5)C78CCN9C7C(C=CC9)(C(C(C8N6C=O)(C(=O)OC)O)OC(=O)C)CC)OC)C(=O)OC)O.OS(=O)(=O)O. Cell line: DU-145. Synergy scores: CSS=37.3, Synergy_ZIP=-14.7, Synergy_Bliss=-9.75, Synergy_Loewe=-12.8, Synergy_HSA=-6.32. (4) Drug 1: CC(C)CN1C=NC2=C1C3=CC=CC=C3N=C2N. Drug 2: N.N.Cl[Pt+2]Cl. Cell line: RPMI-8226. Synergy scores: CSS=47.1, Synergy_ZIP=1.56, Synergy_Bliss=0.518, Synergy_Loewe=5.62, Synergy_HSA=3.16. (5) Synergy scores: CSS=-1.91, Synergy_ZIP=0.832, Synergy_Bliss=0.400, Synergy_Loewe=-1.93, Synergy_HSA=-2.02. Drug 2: C1CC(=O)NC(=O)C1N2C(=O)C3=CC=CC=C3C2=O. Drug 1: CN(C)N=NC1=C(NC=N1)C(=O)N. Cell line: NCI-H226. (6) Drug 1: C1=NC2=C(N=C(N=C2N1C3C(C(C(O3)CO)O)F)Cl)N. Drug 2: C1CC(=O)NC(=O)C1N2C(=O)C3=CC=CC=C3C2=O. Cell line: NCI-H226. Synergy scores: CSS=-2.00, Synergy_ZIP=2.82, Synergy_Bliss=1.56, Synergy_Loewe=-2.33, Synergy_HSA=-2.60.